Predict which catalyst facilitates the given reaction. From a dataset of Catalyst prediction with 721,799 reactions and 888 catalyst types from USPTO. (1) Reactant: C([O:4][CH2:5][CH2:6][N:7]([C@H:12]1[C:20]2[C:15](=[C:16]([C:21]3[N:25]=[C:24]([C:26]4[CH:31]=[CH:30][C:29]([O:32][CH:33]([CH3:35])[CH3:34])=[C:28]([C:36]#[N:37])[CH:27]=4)[O:23][N:22]=3)[CH:17]=[CH:18][CH:19]=2)[CH2:14][CH2:13]1)[S:8]([CH3:11])(=[O:10])=[O:9])(=O)C.C([O-])([O-])=O.[K+].[K+]. Product: [C:36]([C:28]1[CH:27]=[C:26]([C:24]2[O:23][N:22]=[C:21]([C:16]3[CH:17]=[CH:18][CH:19]=[C:20]4[C:15]=3[CH2:14][CH2:13][C@H:12]4[N:7]([CH2:6][CH2:5][OH:4])[S:8]([CH3:11])(=[O:9])=[O:10])[N:25]=2)[CH:31]=[CH:30][C:29]=1[O:32][CH:33]([CH3:35])[CH3:34])#[N:37]. The catalyst class is: 24. (2) Product: [C:1]1([C@H:7]2[CH2:8][CH2:9][C@@H:10]([CH2:12][O:13][Si:22]([CH3:24])([CH3:23])[CH3:21])[NH:11]2)[CH:2]=[CH:3][CH:4]=[CH:5][CH:6]=1. The catalyst class is: 2. Reactant: [C:1]1([C@H:7]2[NH:11][C@@H:10]([CH2:12][OH:13])[CH2:9][CH2:8]2)[CH:6]=[CH:5][CH:4]=[CH:3][CH:2]=1.CCN(CC)CC.[CH3:21][Si:22](Cl)([CH3:24])[CH3:23].O. (3) Reactant: [Cl:1][C:2]1[CH:3]=[C:4]([CH:7]=[CH:8][C:9]=1[Br:10])C#N.[N-:11]=[N+:12]=[N-:13].[Na+].[Cl-].[NH4+].C([O-])([O-])=O.[K+].[K+].[CH3:23]I.C[N:26]([CH:28]=O)C. Product: [Br:10][C:9]1[CH:8]=[C:7]([C:28]2[N:11]=[N:12][N:13]([CH3:23])[N:26]=2)[CH:4]=[CH:3][C:2]=1[Cl:1]. The catalyst class is: 25. (4) Reactant: [NH2:1][C:2]1[CH:3]=[C:4]([CH:9]=[CH:10][CH:11]=1)[C:5]([O:7][CH3:8])=[O:6].[Cl-].[Cl-].[IH2+:14].C([N+](C)(C)C)C1C=CC=CC=1. Product: [NH2:1][C:2]1[CH:3]=[C:4]([CH:9]=[CH:10][C:11]=1[I:14])[C:5]([O:7][CH3:8])=[O:6]. The catalyst class is: 15. (5) Reactant: [NH2:1][C:2]1[CH:3]=[C:4]2[C:9](=[C:10]([C:12]3[C:21]4[C:16](=[CH:17][CH:18]=[CH:19][CH:20]=4)[CH:15]=[CH:14][CH:13]=3)[CH:11]=1)[N:8]=[C:7]([C:22]#[N:23])[CH:6]=[CH:5]2.[C:24](OC(=O)C)(=[O:26])[CH3:25]. Product: [C:22]([C:7]1[CH:6]=[CH:5][C:4]2[C:9](=[C:10]([C:12]3[C:21]4[C:16](=[CH:17][CH:18]=[CH:19][CH:20]=4)[CH:15]=[CH:14][CH:13]=3)[CH:11]=[C:2]([NH:1][C:24](=[O:26])[CH3:25])[CH:3]=2)[N:8]=1)#[N:23]. The catalyst class is: 202.